This data is from Catalyst prediction with 721,799 reactions and 888 catalyst types from USPTO. The task is: Predict which catalyst facilitates the given reaction. Reactant: C(N(C(C)C)CC)(C)C.[S:10]([C:14]1[CH:15]=[C:16]([NH:20][C:21]2[N:30]=[CH:29][C:28]3[CH:27]=[CH:26][C:25]4[N:31]=[C:32]([C:34]([OH:36])=O)[S:33][C:24]=4[C:23]=3[N:22]=2)[CH:17]=[CH:18][CH:19]=1)(=[O:13])(=[O:12])[NH2:11].[C:37]([O:41][C:42]([NH:44][CH:45]1[CH2:49][CH2:48][NH:47][CH2:46]1)=[O:43])([CH3:40])([CH3:39])[CH3:38].C1CN([P+](Br)(N2CCCC2)N2CCCC2)CC1.F[P-](F)(F)(F)(F)F. Product: [C:37]([O:41][C:42](=[O:43])[NH:44][CH:45]1[CH2:49][CH2:48][N:47]([C:34]([C:32]2[S:33][C:24]3[C:23]4[N:22]=[C:21]([NH:20][C:16]5[CH:17]=[CH:18][CH:19]=[C:14]([S:10](=[O:12])(=[O:13])[NH2:11])[CH:15]=5)[N:30]=[CH:29][C:28]=4[CH:27]=[CH:26][C:25]=3[N:31]=2)=[O:36])[CH2:46]1)([CH3:40])([CH3:38])[CH3:39]. The catalyst class is: 9.